From a dataset of Forward reaction prediction with 1.9M reactions from USPTO patents (1976-2016). Predict the product of the given reaction. (1) Given the reactants Cl[C:2]1[C:3]2[N:4]([CH:12]=[C:13]([CH2:15][CH:16]([CH3:18])[CH3:17])[N:14]=2)[C:5]2[C:10]([N:11]=1)=[CH:9][CH:8]=[CH:7][CH:6]=2.C(N(CC)C(C)C)(C)C.[CH3:28][O:29][C:30]1[CH:46]=[CH:45][C:33]([CH2:34][NH:35][CH2:36][C:37]2[CH:42]=[CH:41][C:40]([O:43][CH3:44])=[CH:39][CH:38]=2)=[CH:32][CH:31]=1.O, predict the reaction product. The product is: [CH2:15]([C:13]1[N:14]=[C:3]2[C:2]([N:35]([CH2:34][C:33]3[CH:32]=[CH:31][C:30]([O:29][CH3:28])=[CH:46][CH:45]=3)[CH2:36][C:37]3[CH:38]=[CH:39][C:40]([O:43][CH3:44])=[CH:41][CH:42]=3)=[N:11][C:10]3[C:5](=[CH:6][CH:7]=[CH:8][CH:9]=3)[N:4]2[CH:12]=1)[CH:16]([CH3:18])[CH3:17]. (2) Given the reactants Cl[C:2]1[CH:3]=[C:4]([N:8]2[CH2:13][CH2:12][N:11]([C:14]([C:16]3[N:17]([C:22]4[CH:27]=[CH:26][CH:25]=[CH:24][CH:23]=4)N=[C:19]([CH3:21])[CH:20]=3)=[O:15])[CH2:10][CH2:9]2)[CH:5]=[CH:6][CH:7]=1.N1(C2C=C(C=CC=2)[C:37]([NH2:39])=[O:38])CCNCC1.C1(N2C=CC=C2C(O)=O)C=CC=CC=1, predict the reaction product. The product is: [C:22]1([N:17]2[CH:21]=[CH:19][CH:20]=[C:16]2[C:14]([N:11]2[CH2:12][CH2:13][N:8]([C:4]3[CH:3]=[C:2]([CH:7]=[CH:6][CH:5]=3)[C:37]([NH2:39])=[O:38])[CH2:9][CH2:10]2)=[O:15])[CH:27]=[CH:26][CH:25]=[CH:24][CH:23]=1. (3) Given the reactants [CH3:1][S:2](Cl)(=[O:4])=[O:3].[OH:6][C@@H:7]1[CH2:11][CH2:10][N:9]([C:12]([C:14]2[CH:19]=[CH:18][C:17]([I:20])=[CH:16][CH:15]=2)=[O:13])[CH2:8]1.[NH4+].[Cl-], predict the reaction product. The product is: [I:20][C:17]1[CH:18]=[CH:19][C:14]([C:12]([N:9]2[CH2:10][CH2:11][C@@H:7]([O:6][S:2]([CH3:1])(=[O:4])=[O:3])[CH2:8]2)=[O:13])=[CH:15][CH:16]=1. (4) Given the reactants [Cl:1][C:2]1[CH:3]=[C:4]([CH:7]=[C:8]([Cl:27])[C:9]=1[NH:10][C:11]1[C:20]2[CH:21]=[CH:22][N:23]=[C:24]([O:25]C)[C:19]=2[C:18]2[C:13](=[CH:14][CH:15]=[N:16][CH:17]=2)[N:12]=1)[C:5]#[N:6].B(Br)(Br)Br, predict the reaction product. The product is: [Cl:1][C:2]1[CH:3]=[C:4]([CH:7]=[C:8]([Cl:27])[C:9]=1[NH:10][C:11]1[C:20]2[CH:21]=[CH:22][NH:23][C:24](=[O:25])[C:19]=2[C:18]2[C:13](=[CH:14][CH:15]=[N:16][CH:17]=2)[N:12]=1)[C:5]#[N:6]. (5) The product is: [F:33][C:2]1([F:1])[O:6][C:5]2[CH:7]=[CH:8][C:9]([C:11]3([C:14]([NH:16][C@@H:17]4[CH2:22][CH2:21][O:20][C@H:19]([C:23]5[CH:24]=[CH:25][C:26]([C:27]([OH:29])=[O:28])=[CH:31][CH:32]=5)[CH2:18]4)=[O:15])[CH2:13][CH2:12]3)=[CH:10][C:4]=2[O:3]1. Given the reactants [F:1][C:2]1([F:33])[O:6][C:5]2[CH:7]=[CH:8][C:9]([C:11]3([C:14]([NH:16][C@@H:17]4[CH2:22][CH2:21][O:20][C@H:19]([C:23]5[CH:32]=[CH:31][C:26]([C:27]([O:29]C)=[O:28])=[CH:25][CH:24]=5)[CH2:18]4)=[O:15])[CH2:13][CH2:12]3)=[CH:10][C:4]=2[O:3]1.FC1(F)OC2C=CC(C3(C(N[C@H]4CCO[C@@H](C5C=C(C=CC=5)C(OC)=O)C4)=O)CC3)=CC=2O1, predict the reaction product.